This data is from Human liver microsome stability data. The task is: Regression/Classification. Given a drug SMILES string, predict its absorption, distribution, metabolism, or excretion properties. Task type varies by dataset: regression for continuous measurements (e.g., permeability, clearance, half-life) or binary classification for categorical outcomes (e.g., BBB penetration, CYP inhibition). Dataset: hlm. (1) The molecule is Cn1cc(Cn2c(=O)c3cc(S(=O)(=O)NC4(C(F)F)CC4)ccc3n(Cc3ccn(C)n3)c2=O)cn1. The result is 0 (unstable in human liver microsomes). (2) The drug is CC(C)CC[C@]1(C)CN(C2CCC2)C(=O)C(C2=NS(=O)(=O)c3cc(NS(C)(=O)=O)ccc3N2)=C1O. The result is 1 (stable in human liver microsomes). (3) The molecule is CCOc1cc(NC(=N)c2ccccn2)ccc1-c1ccc(-c2ccc(NC(=N)c3ccccn3)cc2OCC)o1. The result is 0 (unstable in human liver microsomes). (4) The molecule is COc1ccc(C2=Nc3c(C(C)(C)C)nn(CCCO)c3C(=O)NC2)cc1-c1ccc(F)cc1F. The result is 0 (unstable in human liver microsomes). (5) The molecule is O=C(O)Cc1ccc(COc2cccc(-c3c(C(=O)c4ccccc4)cnc4c(C(F)(F)F)cccc34)c2)cc1. The result is 1 (stable in human liver microsomes). (6) The molecule is Cn1c(-c2csc(-c3cccnc3)n2)c(C2CCCCC2)c2ccc(C(=O)NC(C)(C)C(=O)Nc3ccc(C=CC(=O)O)cc3)cc21. The result is 1 (stable in human liver microsomes). (7) The result is 0 (unstable in human liver microsomes). The molecule is CCCCS(=O)(=O)CCCOc1cc2ncnc(N3CCN(C(=O)Nc4ccc(OC(C)C)cc4)CC3)c2cc1OC.